Predict the reaction yield, written as a fraction of the theoretical maximum amount of product (1.0 means a 100% yield; for example, 0.34 means a 34% yield). From a dataset of Reaction yield outcomes from USPTO patents with 853,638 reactions. (1) The reactants are Cl[C:2]1[N:3]=[CH:4][C:5]([C:8]([NH:10][C:11]2[NH:12][N:13]=[C:14]([O:16][CH2:17][C:18]3[CH:23]=[C:22]([O:24][CH3:25])[CH:21]=[C:20]([O:26][CH3:27])[CH:19]=3)[CH:15]=2)=[O:9])=[N:6][CH:7]=1.CN1[C@@H](C)CNC[C@H]1C.[CH3:37][C@H:38]1[CH2:43][NH:42][CH2:41][C@@H:40]([CH3:44])[N:39]1[CH2:45][C:46]#[N:47].C(N(C(C)C)C(C)C)C. The catalyst is CS(C)=O.CO. The product is [C:46]([CH2:45][N:39]1[C@@H:38]([CH3:37])[CH2:43][N:42]([C:2]2[N:3]=[CH:4][C:5]([C:8]([NH:10][C:11]3[NH:12][N:13]=[C:14]([O:16][CH2:17][C:18]4[CH:23]=[C:22]([O:24][CH3:25])[CH:21]=[C:20]([O:26][CH3:27])[CH:19]=4)[CH:15]=3)=[O:9])=[N:6][CH:7]=2)[CH2:41][C@H:40]1[CH3:44])#[N:47]. The yield is 0.180. (2) The reactants are [CH3:1][C:2]1([CH3:10])[CH2:7][C:6](=[O:8])[O:5][C:4](=[O:9])[CH2:3]1.[CH2:11]([NH2:15])[CH:12]([CH3:14])[CH3:13]. No catalyst specified. The product is [CH2:11]([NH:15][C:6](=[O:8])[CH2:7][C:2]([CH3:1])([CH3:10])[CH2:3][C:4]([OH:5])=[O:9])[CH:12]([CH3:14])[CH3:13]. The yield is 0.990.